Dataset: Peptide-MHC class II binding affinity with 134,281 pairs from IEDB. Task: Regression. Given a peptide amino acid sequence and an MHC pseudo amino acid sequence, predict their binding affinity value. This is MHC class II binding data. The peptide sequence is AQGKAFYEAVAKAHQ. The MHC is HLA-DPA10103-DPB10401 with pseudo-sequence HLA-DPA10103-DPB10401. The binding affinity (normalized) is 0.443.